Dataset: Forward reaction prediction with 1.9M reactions from USPTO patents (1976-2016). Task: Predict the product of the given reaction. Given the reactants [Cl:1][C:2]1[CH:7]=[C:6]([F:8])[CH:5]=[CH:4][C:3]=1[C:9]1([C:15]([OH:17])=O)[CH2:14][CH2:13][CH2:12][CH2:11][CH2:10]1.[NH2:18][CH2:19][CH2:20][CH2:21][N:22]1[CH2:27][CH2:26][CH:25]([C:28]2[CH:29]=[C:30]([NH:34][C:35](=[O:39])[CH:36]([CH3:38])[CH3:37])[CH:31]=[CH:32][CH:33]=2)[CH2:24][CH2:23]1, predict the reaction product. The product is: [Cl:1][C:2]1[CH:7]=[C:6]([F:8])[CH:5]=[CH:4][C:3]=1[C:9]1([C:15]([NH:18][CH2:19][CH2:20][CH2:21][N:22]2[CH2:27][CH2:26][CH:25]([C:28]3[CH:33]=[CH:32][CH:31]=[C:30]([NH:34][C:35](=[O:39])[CH:36]([CH3:37])[CH3:38])[CH:29]=3)[CH2:24][CH2:23]2)=[O:17])[CH2:10][CH2:11][CH2:12][CH2:13][CH2:14]1.